This data is from Forward reaction prediction with 1.9M reactions from USPTO patents (1976-2016). The task is: Predict the product of the given reaction. (1) Given the reactants [Cl-].[O:2]=[C:3]1[NH:9][C:8]2[CH:10]=[CH:11][CH:12]=[CH:13][C:7]=2[O:6][CH:5]([C:14]2[CH:19]=[CH:18][CH:17]=[CH:16][CH:15]=2)[CH:4]1[NH3+:20].[F:21][C:22]1[CH:23]=[C:24]([CH2:29][C:30]([NH:32][C@H:33]([C:35](O)=[O:36])[CH3:34])=[O:31])[CH:25]=[C:26]([F:28])[CH:27]=1.C1C=CC2N(O)N=NC=2C=1.CN1CCOCC1.C(Cl)CCl, predict the reaction product. The product is: [F:21][C:22]1[CH:23]=[C:24]([CH2:29][C:30]([NH:32][CH:33]([CH3:34])[C:35]([NH:20][CH:4]2[C:3](=[O:2])[NH:9][C:8]3[CH:10]=[CH:11][CH:12]=[CH:13][C:7]=3[O:6][CH:5]2[C:14]2[CH:15]=[CH:16][CH:17]=[CH:18][CH:19]=2)=[O:36])=[O:31])[CH:25]=[C:26]([F:28])[CH:27]=1. (2) The product is: [C:23]([NH:22][C:19]1[CH:18]=[CH:17][C:16]([C:13]2[C:12]3[C:7](=[CH:8][CH:9]=[C:10]([Cl:31])[CH:11]=3)[CH:6]=[C:5]([CH2:4][C:3]([OH:32])=[O:2])[C:14]=2[CH3:15])=[CH:21][CH:20]=1)(=[O:30])[C:24]1[CH:29]=[CH:28][CH:27]=[CH:26][CH:25]=1. Given the reactants C[O:2][C:3](=[O:32])[CH2:4][C:5]1[C:14]([CH3:15])=[C:13]([C:16]2[CH:21]=[CH:20][C:19]([NH:22][C:23](=[O:30])[C:24]3[CH:29]=[CH:28][CH:27]=[CH:26][CH:25]=3)=[CH:18][CH:17]=2)[C:12]2[C:7](=[CH:8][CH:9]=[C:10]([Cl:31])[CH:11]=2)[CH:6]=1.[OH-].[Na+], predict the reaction product. (3) Given the reactants [F:1][C:2]([F:11])([F:10])[C:3]1[CH:8]=[C:7]([OH:9])[CH:6]=[CH:5][N:4]=1.[F:12][C:13]1[CH:14]=[C:15]([CH:18]=[CH:19][C:20]=1F)[CH:16]=[O:17].C(=O)([O-])[O-].[K+].[K+], predict the reaction product. The product is: [F:12][C:13]1[CH:14]=[C:15]([CH:18]=[CH:19][C:20]=1[O:9][C:7]1[CH:6]=[CH:5][N:4]=[C:3]([C:2]([F:1])([F:10])[F:11])[CH:8]=1)[CH:16]=[O:17]. (4) Given the reactants C([N:8]([CH2:16][C:17]1[CH:22]=[CH:21][C:20]([C:23]([NH:25][C@@H:26]([CH2:30][CH2:31][CH2:32][NH:33][CH:34]2[C:43]3[N:42]=[CH:41][CH:40]=[CH:39][C:38]=3[CH2:37][CH2:36][CH2:35]2)[C:27]([OH:29])=[O:28])=[O:24])=[CH:19][N:18]=1)[CH2:9][C:10]1[CH:15]=[CH:14][CH:13]=[CH:12][N:11]=1)(OC(C)(C)C)=O.[ClH:44].O1CCOCC1, predict the reaction product. The product is: [ClH:44].[N:11]1[CH:12]=[CH:13][CH:14]=[CH:15][C:10]=1[CH2:9][NH:8][CH2:16][C:17]1[CH:22]=[CH:21][C:20]([C:23]([NH:25][C@@H:26]([CH2:30][CH2:31][CH2:32][NH:33][CH:34]2[C:43]3[N:42]=[CH:41][CH:40]=[CH:39][C:38]=3[CH2:37][CH2:36][CH2:35]2)[C:27]([OH:29])=[O:28])=[O:24])=[CH:19][N:18]=1. (5) The product is: [C:17]([O:21][C:22](=[O:23])[NH:1][CH2:2][C:3]1([OH:16])[CH2:8][CH2:7][N:6]([CH2:9][C:10]2[CH:15]=[CH:14][CH:13]=[CH:12][CH:11]=2)[CH2:5][CH2:4]1)([CH3:20])([CH3:19])[CH3:18]. Given the reactants [NH2:1][CH2:2][C:3]1([OH:16])[CH2:8][CH2:7][N:6]([CH2:9][C:10]2[CH:15]=[CH:14][CH:13]=[CH:12][CH:11]=2)[CH2:5][CH2:4]1.[C:17]([O:21][C:22](=O)[O:23]C(C)(C)C)([CH3:20])([CH3:19])[CH3:18], predict the reaction product. (6) Given the reactants [CH2:1]([NH:8][CH2:9][C@H:10]([OH:14])[CH2:11][O:12][CH3:13])[C:2]1[CH:7]=[CH:6][CH:5]=[CH:4][CH:3]=1.[CH2:15]([C@H:17]1[O:19][CH2:18]1)Cl.Cl([O-])(=O)(=O)=O.[Li+].C[O-].[Na+].[Cl-].[NH4+], predict the reaction product. The product is: [CH2:1]([N:8]1[CH2:9][C@@H:10]([CH2:11][O:12][CH3:13])[O:14][C@@H:17]([CH2:18][OH:19])[CH2:15]1)[C:2]1[CH:7]=[CH:6][CH:5]=[CH:4][CH:3]=1.